Dataset: Forward reaction prediction with 1.9M reactions from USPTO patents (1976-2016). Task: Predict the product of the given reaction. (1) Given the reactants N[C:2]1[C:7]([S:8]([OH:11])(=[O:10])=[O:9])=[CH:6][C:5]([S:12]([OH:15])(=[O:14])=[O:13])=[CH:4][C:3]=1[S:16]([OH:19])(=[O:18])=[O:17].[Na:20].[BrH:21].N([O-])=O.[Na+], predict the reaction product. The product is: [Br:21][C:2]1[C:7]([S:8]([OH:11])(=[O:10])=[O:9])=[CH:6][C:5]([S:12]([OH:15])(=[O:14])=[O:13])=[CH:4][C:3]=1[S:16]([OH:19])(=[O:18])=[O:17].[Na:20]. (2) Given the reactants C(O[CH2:6][CH2:7][O:8][C:9]1[C:14]([C:15]2[CH:16]=[N:17][C:18]([NH:30][C:31]([NH:33][CH2:34][CH3:35])=[O:32])=[CH:19][C:20]=2[C:21]2[S:22][CH:23]=[C:24]([C:26]([F:29])([F:28])[F:27])[N:25]=2)=[CH:13][C:12]([C:36](O)=[O:37])=[CH:11][N:10]=1)(C)(C)C.[C:39](O)(=O)[CH3:40].[NH2:43][NH2:44].P(Cl)(Cl)([Cl:47])=O, predict the reaction product. The product is: [Cl:47][CH2:6][CH2:7][O:8][C:9]1[C:14]([C:15]2[CH:16]=[N:17][C:18]([NH:30][C:31]([NH:33][CH2:34][CH3:35])=[O:32])=[CH:19][C:20]=2[C:21]2[S:22][CH:23]=[C:24]([C:26]([F:27])([F:28])[F:29])[N:25]=2)=[CH:13][C:12]([C:36]2[O:37][C:39]([CH3:40])=[N:43][N:44]=2)=[CH:11][N:10]=1. (3) Given the reactants [Br:1][C:2]1[C:3]([CH:11]2OCC[O:12]2)=[N:4][C:5]([CH:8]2[CH2:10][CH2:9]2)=[CH:6][CH:7]=1.Cl.C(=O)(O)[O-].[Na+], predict the reaction product. The product is: [Br:1][C:2]1[C:3]([CH:11]=[O:12])=[N:4][C:5]([CH:8]2[CH2:9][CH2:10]2)=[CH:6][CH:7]=1. (4) Given the reactants C(S([O:6][C:7]1[CH:12]=[C:11]([C:13]([CH3:39])([CH2:15][C:16]([N:18]2[CH2:23][CH2:22][CH2:21][C@H:20]([CH2:24][O:25][C:26]3[C:35]4[C:34]([NH2:36])=[N:33][S:32](=[O:38])(=[O:37])[NH:31][C:30]=4[CH:29]=[CH:28][CH:27]=3)[CH2:19]2)=[O:17])[CH3:14])[CH:10]=[CH:9][C:8]=1[O:40][CH3:41])(=O)=O)C.[OH-].[Na+].Cl, predict the reaction product. The product is: [NH2:36][C:34]1[C:35]2[C:26]([O:25][CH2:24][C@H:20]3[CH2:21][CH2:22][CH2:23][N:18]([C:16](=[O:17])[CH2:15][C:13]([C:11]4[CH:10]=[CH:9][C:8]([O:40][CH3:41])=[C:7]([OH:6])[CH:12]=4)([CH3:39])[CH3:14])[CH2:19]3)=[CH:27][CH:28]=[CH:29][C:30]=2[NH:31][S:32](=[O:38])(=[O:37])[N:33]=1. (5) The product is: [ClH:33].[NH2:22][CH2:21][C:20]([NH:19][CH2:18][CH2:17][N:16]1[C:11]([C:4]2[CH:5]=[CH:6][C:7]([O:9][CH3:10])=[CH:8][C:3]=2[O:2][CH3:1])=[CH:12][C:13](=[O:32])[NH:14][C:15]1=[S:31])=[O:30]. Given the reactants [CH3:1][O:2][C:3]1[CH:8]=[C:7]([O:9][CH3:10])[CH:6]=[CH:5][C:4]=1[C:11]1[N:16]([CH2:17][CH2:18][NH:19][C:20](=[O:30])[CH2:21][NH:22]C(=O)OC(C)(C)C)[C:15](=[S:31])[NH:14][C:13](=[O:32])[CH:12]=1.[ClH:33], predict the reaction product. (6) The product is: [CH2:38]([NH:40][C:29]([C:19]1[CH:20]=[C:21]2[C:26](=[CH:27][C:18]=1[O:17][CH2:10][C:11]1[CH:12]=[CH:13][CH:14]=[CH:15][CH:16]=1)[N:25]=[CH:24][CH:23]=[C:22]2[Cl:3])=[O:31])[CH3:39]. Given the reactants S(Cl)([Cl:3])=O.CN(C)C=O.[CH2:10]([O:17][C:18]1[CH:27]=[C:26]2[C:21]([C:22](=O)[CH:23]=[CH:24][NH:25]2)=[CH:20][C:19]=1[C:29]([O:31]C1C=CC=CC=1)=O)[C:11]1[CH:16]=[CH:15][CH:14]=[CH:13][CH:12]=1.[CH2:38]([NH2:40])[CH3:39], predict the reaction product. (7) Given the reactants [F:1][CH:2]([C:5]1[CH:10]=[CH:9][CH:8]=[CH:7][C:6]=1[F:11])[C:3]#[N:4].B.O1CCCC1.[ClH:18], predict the reaction product. The product is: [ClH:18].[F:1][CH:2]([C:5]1[CH:10]=[CH:9][CH:8]=[CH:7][C:6]=1[F:11])[CH2:3][NH2:4]. (8) Given the reactants [C:1]1(=[O:11])[NH:5][C:4](=[O:6])[C:3]2=[CH:7][CH:8]=[CH:9][CH:10]=[C:2]12.Cl[CH2:13][C:14]([N:16]1[CH2:21][CH2:20][N:19]([C:22]([O:24][C:25]([CH3:28])([CH3:27])[CH3:26])=[O:23])[CH2:18][CH2:17]1)=[O:15].C(N(C(C)C)CC)(C)C, predict the reaction product. The product is: [O:6]=[C:4]1[C:3]2[C:2](=[CH:10][CH:9]=[CH:8][CH:7]=2)[C:1](=[O:11])[N:5]1[CH2:13][C:14]([N:16]1[CH2:21][CH2:20][N:19]([C:22]([O:24][C:25]([CH3:28])([CH3:27])[CH3:26])=[O:23])[CH2:18][CH2:17]1)=[O:15].